Regression/Classification. Given a drug SMILES string, predict its absorption, distribution, metabolism, or excretion properties. Task type varies by dataset: regression for continuous measurements (e.g., permeability, clearance, half-life) or binary classification for categorical outcomes (e.g., BBB penetration, CYP inhibition). Dataset: hia_hou. From a dataset of Human intestinal absorption (HIA) binary classification data from Hou et al.. (1) The molecule is Cc1ncc([N+](=O)[O-])n1CCO. The result is 1 (good absorption). (2) The drug is CON=C(C(=O)N[C@H]1C(=O)N2C(C(=O)O)=C(CSc3nc(C)c(CC(=O)O)s3)CS[C@@H]12)c1csc(N)n1. The result is 0 (poor absorption). (3) The molecule is NS(=O)(=O)c1cc2c(cc1Cl)N[C@H](CN1CCCC1)NS2(=O)=O. The result is 1 (good absorption). (4) The drug is NS(=O)(=O)c1cc2c(cc1C(F)(F)F)N[C@H](Cc1ccccc1)NS2(=O)=O. The result is 1 (good absorption). (5) The result is 1 (good absorption). The molecule is CN1CCC[C@@H](N2N[C@@H](Cc3ccc(Cl)cc3)c3ccccc3C2=O)CC1.